This data is from Catalyst prediction with 721,799 reactions and 888 catalyst types from USPTO. The task is: Predict which catalyst facilitates the given reaction. (1) Reactant: [CH2:1]([O:3][C:4](=[O:10])[CH2:5][NH:6][CH2:7][CH2:8][OH:9])[CH3:2].C(N(CC)CC)C.[F:18][C:19]1[CH:24]=[CH:23][C:22]([S:25](Cl)(=[O:27])=[O:26])=[CH:21][CH:20]=1. Product: [CH2:1]([O:3][C:4](=[O:10])[CH2:5][N:6]([S:25]([C:22]1[CH:23]=[CH:24][C:19]([F:18])=[CH:20][CH:21]=1)(=[O:27])=[O:26])[CH2:7][CH2:8][OH:9])[CH3:2]. The catalyst class is: 1. (2) Reactant: [CH3:1][O:2][C:3]1[CH:8]=[C:7]([CH3:9])[C:6]([S:10](Cl)(=[O:12])=[O:11])=[C:5]([CH3:14])[CH:4]=1.Cl.[NH:16]1[C:24]2[C:19](=[CH:20][CH:21]=[C:22]([C:25]([O:27][CH3:28])=[O:26])[CH:23]=2)[CH2:18][CH2:17]1. Product: [CH3:1][O:2][C:3]1[CH:8]=[C:7]([CH3:9])[C:6]([S:10]([N:16]2[C:24]3[C:19](=[CH:20][CH:21]=[C:22]([C:25]([O:27][CH3:28])=[O:26])[CH:23]=3)[CH2:18][CH2:17]2)(=[O:12])=[O:11])=[C:5]([CH3:14])[CH:4]=1. The catalyst class is: 17.